Dataset: NCI-60 drug combinations with 297,098 pairs across 59 cell lines. Task: Regression. Given two drug SMILES strings and cell line genomic features, predict the synergy score measuring deviation from expected non-interaction effect. (1) Drug 1: C1CN1P(=S)(N2CC2)N3CC3. Drug 2: C1=NC2=C(N=C(N=C2N1C3C(C(C(O3)CO)O)F)Cl)N. Cell line: OVCAR3. Synergy scores: CSS=2.86, Synergy_ZIP=-1.26, Synergy_Bliss=-2.89, Synergy_Loewe=-3.17, Synergy_HSA=-7.02. (2) Drug 1: CC(C1=C(C=CC(=C1Cl)F)Cl)OC2=C(N=CC(=C2)C3=CN(N=C3)C4CCNCC4)N. Drug 2: C1C(C(OC1N2C=NC(=NC2=O)N)CO)O. Cell line: MCF7. Synergy scores: CSS=21.1, Synergy_ZIP=1.06, Synergy_Bliss=6.77, Synergy_Loewe=6.64, Synergy_HSA=8.87. (3) Drug 1: C1=C(C(=O)NC(=O)N1)N(CCCl)CCCl. Drug 2: C#CCC(CC1=CN=C2C(=N1)C(=NC(=N2)N)N)C3=CC=C(C=C3)C(=O)NC(CCC(=O)O)C(=O)O. Cell line: OVCAR3. Synergy scores: CSS=6.04, Synergy_ZIP=-5.92, Synergy_Bliss=-6.56, Synergy_Loewe=-7.09, Synergy_HSA=-6.88. (4) Drug 1: CN(C)N=NC1=C(NC=N1)C(=O)N. Drug 2: CC(C)CN1C=NC2=C1C3=CC=CC=C3N=C2N. Cell line: NCI-H226. Synergy scores: CSS=0.507, Synergy_ZIP=2.07, Synergy_Bliss=3.41, Synergy_Loewe=-0.292, Synergy_HSA=-0.0600. (5) Drug 1: C1CC(=O)NC(=O)C1N2CC3=C(C2=O)C=CC=C3N. Synergy scores: CSS=-2.01, Synergy_ZIP=0.209, Synergy_Bliss=-0.904, Synergy_Loewe=-2.99, Synergy_HSA=-2.85. Cell line: OVCAR-4. Drug 2: C(CN)CNCCSP(=O)(O)O.